From a dataset of Forward reaction prediction with 1.9M reactions from USPTO patents (1976-2016). Predict the product of the given reaction. (1) Given the reactants [I:1][C:2]1[CH:10]=[CH:9][CH:8]=[CH:7][C:3]=1[C:4]([OH:6])=O.S(Cl)(Cl)=O.[CH2:15]([N:17]([CH2:21][CH3:22])[CH2:18][CH2:19][NH2:20])[CH3:16].[OH-].[Na+].IC1C=CC=CC=1C(Cl)=O, predict the reaction product. The product is: [I:1][C:2]1[CH:10]=[CH:9][CH:8]=[CH:7][C:3]=1[C:4]([NH:20][CH2:19][CH2:18][N:17]([CH2:21][CH3:22])[CH2:15][CH3:16])=[O:6]. (2) Given the reactants [Cl:1][C:2]1[CH:3]=[C:4]2[C:8](=[CH:9][CH:10]=1)[NH:7][CH:6]=[C:5]2[CH2:11][CH2:12][NH:13][C:14](=[O:23])[C:15]1[CH:20]=[CH:19][C:18]([CH2:21]Cl)=[CH:17][CH:16]=1.[CH3:24][O:25][C:26]1[CH:31]=[CH:30][CH:29]=[CH:28][C:27]=1B(O)O.C(=O)([O-])[O-].[Na+].[Na+].[I-].[Na+], predict the reaction product. The product is: [Cl:1][C:2]1[CH:3]=[C:4]2[C:8](=[CH:9][CH:10]=1)[NH:7][CH:6]=[C:5]2[CH2:11][CH2:12][NH:13][C:14](=[O:23])[C:15]1[CH:20]=[CH:19][C:18]([CH2:21][C:27]2[CH:28]=[CH:29][CH:30]=[CH:31][C:26]=2[O:25][CH3:24])=[CH:17][CH:16]=1.